Dataset: Full USPTO retrosynthesis dataset with 1.9M reactions from patents (1976-2016). Task: Predict the reactants needed to synthesize the given product. Given the product [CH2:22]([C:17]([NH:16][C:13]([C:5]1[CH:4]=[CH:3][C:2]([Cl:1])=[C:7]([O:8][CH2:9][CH:10]2[CH2:11][CH2:12]2)[N:6]=1)=[O:15])([C:18](=[O:19])[NH:20][CH3:21])[CH2:24][CH3:25])[CH3:23], predict the reactants needed to synthesize it. The reactants are: [Cl:1][C:2]1[CH:3]=[CH:4][C:5]([C:13]([OH:15])=O)=[N:6][C:7]=1[O:8][CH2:9][CH:10]1[CH2:12][CH2:11]1.[NH2:16][C:17]([CH2:24][CH3:25])([CH2:22][CH3:23])[C:18]([NH:20][CH3:21])=[O:19].